Task: Predict the reaction yield, written as a fraction of the theoretical maximum amount of product (1.0 means a 100% yield; for example, 0.34 means a 34% yield).. Dataset: Reaction yield outcomes from USPTO patents with 853,638 reactions (1) The reactants are [N+:1]([C:4]1[CH:5]=[C:6]([CH:16]=[CH:17][N:18]=1)[C:7]([NH:9][C:10]1[CH:15]=[CH:14][N:13]=[CH:12][CH:11]=1)=[O:8])([O-])=O. The catalyst is CCO.[Pd]. The product is [NH2:1][C:4]1[CH:5]=[C:6]([CH:16]=[CH:17][N:18]=1)[C:7]([NH:9][C:10]1[CH:11]=[CH:12][N:13]=[CH:14][CH:15]=1)=[O:8]. The yield is 0.990. (2) The reactants are IC.[F:3][C:4]1[CH:9]=[CH:8][C:7]([CH2:10][C:11]([C:13]2[C:14]([C:20]([O:22][CH3:23])=[O:21])=[C:15]([CH3:19])[NH:16][C:17]=2[CH3:18])=[O:12])=[CH:6][C:5]=1[C:24]([N:26]1[CH2:31][CH2:30][CH:29]([O:32][CH3:33])[CH2:28][CH2:27]1)=[O:25].[C:34](=O)([O-])[O-].[K+].[K+].O. The product is [F:3][C:4]1[CH:9]=[CH:8][C:7]([CH2:10][C:11]([C:13]2[C:14]([C:20]([O:22][CH3:23])=[O:21])=[C:15]([CH3:19])[N:16]([CH3:34])[C:17]=2[CH3:18])=[O:12])=[CH:6][C:5]=1[C:24]([N:26]1[CH2:31][CH2:30][CH:29]([O:32][CH3:33])[CH2:28][CH2:27]1)=[O:25]. The yield is 0.790. The catalyst is CN(C=O)C. (3) The reactants are [CH3:1][C:2]1[CH:11]=[CH:10][C:9]2[C:4](=[CH:5][CH:6]=[CH:7][C:8]=2[N:12]2[CH2:17][CH2:16][N:15]([CH2:18][CH2:19][C:20]3[CH:21]=[C:22]([CH:24]=[CH:25][CH:26]=3)[NH2:23])[CH2:14][CH2:13]2)[N:3]=1.Cl[C:28]([O:30][CH3:31])=[O:29]. No catalyst specified. The product is [CH3:1][C:2]1[CH:11]=[CH:10][C:9]2[C:4](=[CH:5][CH:6]=[CH:7][C:8]=2[N:12]2[CH2:13][CH2:14][N:15]([CH2:18][CH2:19][C:20]3[CH:21]=[C:22]([NH:23][C:28](=[O:29])[O:30][CH3:31])[CH:24]=[CH:25][CH:26]=3)[CH2:16][CH2:17]2)[N:3]=1. The yield is 0.410.